Dataset: Reaction yield outcomes from USPTO patents with 853,638 reactions. Task: Predict the reaction yield, written as a fraction of the theoretical maximum amount of product (1.0 means a 100% yield; for example, 0.34 means a 34% yield). (1) The reactants are [CH2:1]1[S:5][C@H:4]([CH2:6][OH:7])[O:3][C@@H:2]1[N:8]1[C:13](=[O:14])[N:12]=[C:11]([NH2:15])[CH:10]=[CH:9]1.N1C=CC=CC=1.[C:22](Cl)(=[O:29])[O:23][CH2:24][C:25]([Cl:28])([Cl:27])[Cl:26]. The yield is 0.490. The product is [OH:7][CH2:6][C@H:4]1[S:5][CH2:1][C@@H:2]([N:8]2[CH:9]=[CH:10][C:11]([NH:15][C:22](=[O:29])[O:23][CH2:24][C:25]([Cl:28])([Cl:27])[Cl:26])=[N:12][C:13]2=[O:14])[O:3]1. The catalyst is CN(C=O)C.CN(C1C=CN=CC=1)C. (2) The reactants are [CH3:1][C:2]1[S:20][C:5]2[NH:6][C:7](=[O:19])[N:8]([CH2:11][CH2:12][C:13]3[CH:18]=[CH:17][CH:16]=[CH:15][CH:14]=3)[C:9](=[O:10])[C:4]=2[CH:3]=1.Br[CH2:22][C:23]1[CH:28]=[CH:27][C:26]([C:29]2[CH:34]=[CH:33][CH:32]=[CH:31][C:30]=2[C:35]2[N:39]=[C:38](C(Cl)(Cl)Cl)[O:37][N:36]=2)=[CH:25][CH:24]=1.C(=O)([O-])[O-:45].[K+].[K+].CN(C)C=O. The catalyst is C(OCC)(=O)C. The product is [CH3:1][C:2]1[S:20][C:5]2[N:6]([CH2:22][C:23]3[CH:28]=[CH:27][C:26]([C:29]4[CH:34]=[CH:33][CH:32]=[CH:31][C:30]=4[C:35]4[NH:39][C:38](=[O:45])[O:37][N:36]=4)=[CH:25][CH:24]=3)[C:7](=[O:19])[N:8]([CH2:11][CH2:12][C:13]3[CH:14]=[CH:15][CH:16]=[CH:17][CH:18]=3)[C:9](=[O:10])[C:4]=2[CH:3]=1. The yield is 0.380.